Dataset: Forward reaction prediction with 1.9M reactions from USPTO patents (1976-2016). Task: Predict the product of the given reaction. (1) Given the reactants [H-].[Na+].[CH3:3][C:4]1[NH:5][C:6]2[C:11]([C:12]=1[CH3:13])=[CH:10][C:9]([C:14]([O:16][CH2:17][CH3:18])=[O:15])=[CH:8][CH:7]=2.[F:19][C:20]1[CH:27]=[C:26]([F:28])[CH:25]=[CH:24][C:21]=1[CH2:22]Br, predict the reaction product. The product is: [F:19][C:20]1[CH:27]=[C:26]([F:28])[CH:25]=[CH:24][C:21]=1[CH2:22][N:5]1[C:6]2[C:11](=[CH:10][C:9]([C:14]([O:16][CH2:17][CH3:18])=[O:15])=[CH:8][CH:7]=2)[C:12]([CH3:13])=[C:4]1[CH3:3]. (2) The product is: [Si:1]([O:8][CH:9]([C:44]1[CH:45]=[CH:46][C:47]([F:50])=[CH:48][CH:49]=1)[CH2:10][CH2:11][CH:12]1[C:30](=[O:31])[N:14]([C:15]2[CH:16]=[CH:17][C:18]([F:21])=[CH:19][CH:20]=2)[CH:13]1[C:22]1[CH:23]=[C:24]([CH:27]=[CH:28][CH:29]=1)[C:25]#[N:26])([C:4]([CH3:5])([CH3:6])[CH3:7])([CH3:3])[CH3:2]. Given the reactants [Si:1]([O:8][CH:9]([C:44]1[CH:49]=[CH:48][C:47]([F:50])=[CH:46][CH:45]=1)[CH2:10][CH2:11][CH:12]([C:30](N1C(C2C=CC=CC=2)COC1=O)=[O:31])[CH:13]([C:22]1[CH:23]=[C:24]([CH:27]=[CH:28][CH:29]=1)[C:25]#[N:26])[NH:14][C:15]1[CH:20]=[CH:19][C:18]([F:21])=[CH:17][CH:16]=1)([C:4]([CH3:7])([CH3:6])[CH3:5])([CH3:3])[CH3:2].C[Si](C([Si](C)(C)C)C(N)=O)(C)C.[F-].C([N+](CCCC)(CCCC)CCCC)CCC.CC(OCC1C2C(=CC=CC=2)C(COC(C)=O)=C2C=1C=CC=C2)=O, predict the reaction product. (3) Given the reactants [NH2:1][C:2]1[C:3]([CH:8]=O)=[N:4][CH:5]=[CH:6][CH:7]=1.[Cl:10][C:11]1[CH:16]=[CH:15][C:14]([N+:17]([O-:19])=[O:18])=[CH:13][C:12]=1[C:20](=O)[CH3:21].[OH-].[Na+], predict the reaction product. The product is: [Cl:10][C:11]1[CH:16]=[CH:15][C:14]([N+:17]([O-:19])=[O:18])=[CH:13][C:12]=1[C:20]1[CH:21]=[CH:8][C:3]2[C:2](=[CH:7][CH:6]=[CH:5][N:4]=2)[N:1]=1. (4) Given the reactants [C:1]([O:5][C:6]([N:8]1[CH2:13][CH2:12][N:11]([C:14]2[CH:22]=[CH:21][C:17]([C:18]([OH:20])=O)=[CH:16][CH:15]=2)[CH2:10][CH2:9]1)=[O:7])([CH3:4])([CH3:3])[CH3:2].CN(C(ON1N=NC2C=CC=NC1=2)=[N+](C)C)C.F[P-](F)(F)(F)(F)F.C(N(C(C)C)C(C)C)C.Cl.[F:57][C:58]1[C:59]2[N:60]([CH:65]=[C:66]([CH3:68])[N:67]=2)[CH:61]=[C:62]([NH2:64])[CH:63]=1, predict the reaction product. The product is: [F:57][C:58]1[C:59]2[N:60]([CH:65]=[C:66]([CH3:68])[N:67]=2)[CH:61]=[C:62]([NH:64][C:18]([C:17]2[CH:16]=[CH:15][C:14]([N:11]3[CH2:12][CH2:13][N:8]([C:6]([O:5][C:1]([CH3:4])([CH3:2])[CH3:3])=[O:7])[CH2:9][CH2:10]3)=[CH:22][CH:21]=2)=[O:20])[CH:63]=1. (5) Given the reactants Br[C:2]1[CH:3]=[C:4]([CH:7]=[CH:8][CH:9]=1)[CH:5]=[O:6].[CH3:10][O:11][C:12]1[CH:13]=[N:14][CH:15]=[C:16](B2OC(C)(C)C(C)(C)O2)[CH:17]=1, predict the reaction product. The product is: [CH3:10][O:11][C:12]1[CH:17]=[C:16]([C:2]2[CH:3]=[C:4]([CH:7]=[CH:8][CH:9]=2)[CH:5]=[O:6])[CH:15]=[N:14][CH:13]=1. (6) Given the reactants [C:1]([C:4]1[CH:9]=[CH:8][CH:7]=[CH:6][N:5]=1)(=[NH:3])[NH2:2].[C:10](=[O:13])([O-])[O-].[Na+].[Na+].[OH-].[K+].[CH2:18]([O-])[CH3:19].[Na+].C[O-].[Na+].C([O-])(C)(C)C.[K+], predict the reaction product. The product is: [OH:13][C:10]1[CH:19]=[CH:18][N:2]=[C:1]([C:4]2[CH:9]=[CH:8][CH:7]=[CH:6][N:5]=2)[N:3]=1. (7) The product is: [C:4]1([O:7][C:8](=[S:9])[NH2:17])[CH:5]=[CH:6][CH:1]=[CH:2][CH:3]=1. Given the reactants [CH:1]1[CH:6]=[CH:5][C:4]([O:7][C:8](Cl)=[S:9])=[CH:3][CH:2]=1.C([O-])(O)=O.[Na+].Cl.[NH2:17]C1C(C)=CSC=1Cl, predict the reaction product.